Predict the reactants needed to synthesize the given product. From a dataset of Full USPTO retrosynthesis dataset with 1.9M reactions from patents (1976-2016). (1) Given the product [CH3:1][O:2][C:3]1[C:17]([CH:18]=[O:19])=[CH:16][C:6]2[N:7]=[C:8]([C:10]3[CH:15]=[CH:14][CH:13]=[CH:12][CH:11]=3)[S:9][C:5]=2[CH:4]=1, predict the reactants needed to synthesize it. The reactants are: [CH3:1][O:2][C:3]1[C:17]([CH2:18][OH:19])=[CH:16][C:6]2[N:7]=[C:8]([C:10]3[CH:15]=[CH:14][CH:13]=[CH:12][CH:11]=3)[S:9][C:5]=2[CH:4]=1. (2) Given the product [CH3:16][NH:17][CH2:10][C:9]1[CH:12]=[CH:13][CH:14]=[C:7]([C:4]2[CH:5]=[CH:6][N:1]=[CH:2][CH:3]=2)[CH:8]=1, predict the reactants needed to synthesize it. The reactants are: [N:1]1[CH:6]=[CH:5][C:4]([C:7]2[CH:8]=[C:9]([CH:12]=[CH:13][CH:14]=2)[CH:10]=O)=[CH:3][CH:2]=1.[BH3-][C:16]#[N:17].[Na+].CN.Cl. (3) The reactants are: [N:1]1[CH:6]=[CH:5][CH:4]=[C:3](B(O)O)[CH:2]=1.Br[C:11]1[CH:16]=[CH:15][C:14]([C:17]2[O:18][C:19]([CH3:30])=[C:20]([CH2:22][CH2:23][N:24]3[CH2:28][CH2:27][CH2:26][C@H:25]3[CH3:29])[N:21]=2)=[CH:13][CH:12]=1. Given the product [CH3:30][C:19]1[O:18][C:17]([C:14]2[CH:15]=[CH:16][C:11]([C:3]3[CH:2]=[N:1][CH:6]=[CH:5][CH:4]=3)=[CH:12][CH:13]=2)=[N:21][C:20]=1[CH2:22][CH2:23][N:24]1[CH2:28][CH2:27][CH2:26][C@H:25]1[CH3:29], predict the reactants needed to synthesize it.